Dataset: Catalyst prediction with 721,799 reactions and 888 catalyst types from USPTO. Task: Predict which catalyst facilitates the given reaction. (1) Product: [CH2:1]([O:3][C:4]([C:6]1[CH:7]=[C:8]2[C:13](=[CH:14][CH:15]=1)[N:12]=[C:11]([CH2:16][CH3:17])[CH:10]=[C:9]2[O:18][CH2:41][C:40]1[CH:47]=[CH:48][C:37]([C:36]2[CH:35]=[C:34]([CH3:52])[S:33][C:32]=2[S:29](=[O:30])(=[O:31])[N:28]([C:23]2[C:22]([CH3:21])=[C:26]([CH3:27])[O:25][N:24]=2)[CH2:53][O:54][CH2:55][CH2:56][O:57][CH3:58])=[C:38]([CH2:49][O:50][CH3:51])[CH:39]=1)=[O:5])[CH3:2]. The catalyst class is: 42. Reactant: [CH2:1]([O:3][C:4]([C:6]1[CH:7]=[C:8]2[C:13](=[CH:14][CH:15]=1)[NH:12][C:11]([CH2:16][CH3:17])=[CH:10][C:9]2=[O:18])=[O:5])[CH3:2].[H-].[Na+].[CH3:21][C:22]1[C:23]([N:28]([CH2:53][O:54][CH2:55][CH2:56][O:57][CH3:58])[S:29]([C:32]2[S:33][C:34]([CH3:52])=[CH:35][C:36]=2[C:37]2[CH:48]=[CH:47][C:40]([CH2:41]OS(C)(=O)=O)=[CH:39][C:38]=2[CH2:49][O:50][CH3:51])(=[O:31])=[O:30])=[N:24][O:25][C:26]=1[CH3:27].O. (2) Reactant: [Cl:1][C:2]1[CH:3]=[C:4]([C:8]2[N:9]=[C:10]([NH:16][C:17]3[CH:22]=[C:21]([CH:23](OC)[O:24]C)[C:20]([O:28][CH3:29])=[CH:19][C:18]=3[N+:30]([O-:32])=[O:31])[S:11][C:12]=2[C:13]([NH2:15])=[O:14])[CH:5]=[CH:6][CH:7]=1.Cl. Product: [Cl:1][C:2]1[CH:3]=[C:4]([C:8]2[N:9]=[C:10]([NH:16][C:17]3[CH:22]=[C:21]([CH:23]=[O:24])[C:20]([O:28][CH3:29])=[CH:19][C:18]=3[N+:30]([O-:32])=[O:31])[S:11][C:12]=2[C:13]([NH2:15])=[O:14])[CH:5]=[CH:6][CH:7]=1. The catalyst class is: 10. (3) Reactant: Cl[CH2:2][C:3]1[S:7][C:6]([C:8]2[CH:13]=[CH:12][C:11]([C:14]([F:17])([F:16])[F:15])=[CH:10][CH:9]=2)=[N:5][C:4]=1[CH2:18][O:19][CH:20]1[CH2:25][CH2:24][CH2:23][CH2:22][O:21]1.[C:26](=O)([O-])[O-].[Cs+].[Cs+].C[C:33]([O:40][C:41]1[CH:46]=[CH:45][C:44]([SH:47])=[CH:43][CH:42]=1)(C)[C:34]([O:36][CH2:37][CH3:38])=[O:35]. Product: [CH3:26][C:42]1[CH:43]=[C:44]([S:47][CH2:2][C:3]2[S:7][C:6]([C:8]3[CH:13]=[CH:12][C:11]([C:14]([F:17])([F:16])[F:15])=[CH:10][CH:9]=3)=[N:5][C:4]=2[CH2:18][O:19][CH:20]2[CH2:25][CH2:24][CH2:23][CH2:22][O:21]2)[CH:45]=[CH:46][C:41]=1[O:40][CH2:33][C:34]([O:36][CH2:37][CH3:38])=[O:35]. The catalyst class is: 23. (4) Reactant: [CH3:1][O:2][C:3]1[C:12]2[N:11]=[C:10]([NH2:13])[N:9]3[CH2:14][CH2:15][N:16]=[C:8]3[C:7]=2[CH:6]=[CH:5][C:4]=1[O:17][CH2:18][C@H:19]1[CH2:21][O:20]1.[NH:22]1[CH2:26][CH2:25][CH2:24][CH2:23]1. Product: [OH:20][C@H:19]([CH2:21][N:22]1[CH2:26][CH2:25][CH2:24][CH2:23]1)[CH2:18][O:17][C:4]1[CH:5]=[CH:6][C:7]2[C:8]3[N:9]([CH2:14][CH2:15][N:16]=3)[C:10]([NH2:13])=[N:11][C:12]=2[C:3]=1[O:2][CH3:1]. The catalyst class is: 3. (5) Reactant: [NH2:1][C:2]1[S:3][C:4]2[CH:10]=[C:9]([Br:11])[CH:8]=[C:7]([O:12][CH2:13][P:14]([O:19]CC)([O:16]CC)=[O:15])[C:5]=2[N:6]=1.C[Si](Br)(C)C. Product: [NH2:1][C:2]1[S:3][C:4]2[CH:10]=[C:9]([Br:11])[CH:8]=[C:7]([O:12][CH2:13][P:14]([OH:19])([OH:16])=[O:15])[C:5]=2[N:6]=1. The catalyst class is: 2.